From a dataset of NCI-60 drug combinations with 297,098 pairs across 59 cell lines. Regression. Given two drug SMILES strings and cell line genomic features, predict the synergy score measuring deviation from expected non-interaction effect. (1) Drug 1: CC1=C2C(C(=O)C3(C(CC4C(C3C(C(C2(C)C)(CC1OC(=O)C(C(C5=CC=CC=C5)NC(=O)OC(C)(C)C)O)O)OC(=O)C6=CC=CC=C6)(CO4)OC(=O)C)OC)C)OC. Drug 2: CN(C(=O)NC(C=O)C(C(C(CO)O)O)O)N=O. Cell line: K-562. Synergy scores: CSS=36.8, Synergy_ZIP=-5.34, Synergy_Bliss=-9.69, Synergy_Loewe=-22.2, Synergy_HSA=-7.69. (2) Drug 1: C1=CC(=CC=C1CCCC(=O)O)N(CCCl)CCCl. Drug 2: C1=CN(C=N1)CC(O)(P(=O)(O)O)P(=O)(O)O. Cell line: MCF7. Synergy scores: CSS=6.41, Synergy_ZIP=-10.0, Synergy_Bliss=-12.3, Synergy_Loewe=-12.0, Synergy_HSA=-10.7. (3) Synergy scores: CSS=14.8, Synergy_ZIP=-10.0, Synergy_Bliss=-6.71, Synergy_Loewe=-2.24, Synergy_HSA=-1.24. Drug 2: CS(=O)(=O)OCCCCOS(=O)(=O)C. Cell line: RPMI-8226. Drug 1: CC12CCC3C(C1CCC2O)C(CC4=C3C=CC(=C4)O)CCCCCCCCCS(=O)CCCC(C(F)(F)F)(F)F. (4) Drug 1: C1CC2CC3=C(CC1C24CN(S(=O)(=O)N4)CC(F)(F)F)C=CC(=C3)C=CCN5CCC(CC5)C(F)(F)F. Drug 2: C1CC(C1)(C(=O)O)C(=O)O.[NH2-].[NH2-].[Pt+2]. Cell line: SK-OV-3. Synergy scores: CSS=23.2, Synergy_ZIP=0.0492, Synergy_Bliss=6.83, Synergy_Loewe=2.95, Synergy_HSA=5.63. (5) Drug 1: CC1=C(C=C(C=C1)NC(=O)C2=CC=C(C=C2)CN3CCN(CC3)C)NC4=NC=CC(=N4)C5=CN=CC=C5. Drug 2: CC1=C(C=C(C=C1)C(=O)NC2=CC(=CC(=C2)C(F)(F)F)N3C=C(N=C3)C)NC4=NC=CC(=N4)C5=CN=CC=C5. Cell line: HL-60(TB). Synergy scores: CSS=-24.9, Synergy_ZIP=10.4, Synergy_Bliss=0.508, Synergy_Loewe=-14.0, Synergy_HSA=-17.6. (6) Drug 1: CCCCCOC(=O)NC1=NC(=O)N(C=C1F)C2C(C(C(O2)C)O)O. Drug 2: C1=CC=C(C=C1)NC(=O)CCCCCCC(=O)NO. Cell line: HCT116. Synergy scores: CSS=15.7, Synergy_ZIP=4.46, Synergy_Bliss=2.24, Synergy_Loewe=-39.8, Synergy_HSA=-1.43. (7) Drug 1: C1CC(=O)NC(=O)C1N2CC3=C(C2=O)C=CC=C3N. Drug 2: C1CC(=O)NC(=O)C1N2C(=O)C3=CC=CC=C3C2=O. Cell line: T-47D. Synergy scores: CSS=0.980, Synergy_ZIP=-0.766, Synergy_Bliss=-1.28, Synergy_Loewe=-0.257, Synergy_HSA=-0.203. (8) Drug 1: CCC1=CC2CC(C3=C(CN(C2)C1)C4=CC=CC=C4N3)(C5=C(C=C6C(=C5)C78CCN9C7C(C=CC9)(C(C(C8N6C)(C(=O)OC)O)OC(=O)C)CC)OC)C(=O)OC.C(C(C(=O)O)O)(C(=O)O)O. Drug 2: C1=CC(=C2C(=C1NCCNCCO)C(=O)C3=C(C=CC(=C3C2=O)O)O)NCCNCCO. Cell line: ACHN. Synergy scores: CSS=73.7, Synergy_ZIP=13.6, Synergy_Bliss=13.1, Synergy_Loewe=7.67, Synergy_HSA=17.2. (9) Drug 1: CC1CCC2CC(C(=CC=CC=CC(CC(C(=O)C(C(C(=CC(C(=O)CC(OC(=O)C3CCCCN3C(=O)C(=O)C1(O2)O)C(C)CC4CCC(C(C4)OC)OCCO)C)C)O)OC)C)C)C)OC. Drug 2: B(C(CC(C)C)NC(=O)C(CC1=CC=CC=C1)NC(=O)C2=NC=CN=C2)(O)O. Cell line: RPMI-8226. Synergy scores: CSS=30.7, Synergy_ZIP=1.97, Synergy_Bliss=6.42, Synergy_Loewe=-16.3, Synergy_HSA=-2.49.